From a dataset of Catalyst prediction with 721,799 reactions and 888 catalyst types from USPTO. Predict which catalyst facilitates the given reaction. (1) Reactant: [H-].[Na+].[OH:3][CH2:4][C:5]1[C:13]2[C:12](=[O:14])[NH:11][C:10]([C:15]([NH:17][CH2:18][C:19]3[CH:24]=[CH:23][CH:22]=[C:21]([O:25][CH3:26])[CH:20]=3)=[O:16])=[N:9][C:8]=2[S:7][CH:6]=1.CC1C=CC(S(O[CH2:38][C@H:39]2[CH2:44][CH2:43][C@H:42]([NH:45]C(OC(C)(C)C)=O)[CH2:41][CH2:40]2)(=O)=O)=CC=1.CN(C)C=O. Product: [NH2:45][C@H:42]1[CH2:43][CH2:44][C@H:39]([CH2:38][O:3][CH2:4][C:5]2[C:13]3[C:12](=[O:14])[NH:11][C:10]([C:15]([NH:17][CH2:18][C:19]4[CH:24]=[CH:23][CH:22]=[C:21]([O:25][CH3:26])[CH:20]=4)=[O:16])=[N:9][C:8]=3[S:7][CH:6]=2)[CH2:40][CH2:41]1. The catalyst class is: 1. (2) Reactant: [N:1]1[CH:6]=[CH:5][N:4]=[CH:3][C:2]=1[N:7]1[CH2:12][CH2:11][N:10]([C:13]([O:15][C:16]([CH3:19])([CH3:18])[CH3:17])=[O:14])[CH2:9][CH2:8]1.[Br:20]N1C(=O)CCC1=O. Product: [Br:20][C:5]1[N:4]=[CH:3][C:2]([N:7]2[CH2:8][CH2:9][N:10]([C:13]([O:15][C:16]([CH3:19])([CH3:18])[CH3:17])=[O:14])[CH2:11][CH2:12]2)=[N:1][CH:6]=1. The catalyst class is: 22. (3) Reactant: [Cl:1][C:2]1[N:10]=[C:9]2[C:5]([N:6]([CH2:11][C@H:12]3[CH2:17][CH2:16][C@H:15]([CH3:18])[CH2:14][CH2:13]3)[CH:7]=[N:8]2)=[C:4]([C:19]2[CH:20]=[N:21][CH:22]=[C:23]([Cl:25])[CH:24]=2)[N:3]=1.CC1(C)CCCC(C)(C)N1[Mg]Cl.[Cl-].[Li+].[CH3:40][O:41][C:42]1[CH:49]=[CH:48][CH:47]=[CH:46][C:43]=1[CH:44]=[O:45]. Product: [Cl:1][C:2]1[N:10]=[C:9]2[C:5]([N:6]([CH2:11][C@H:12]3[CH2:17][CH2:16][C@H:15]([CH3:18])[CH2:14][CH2:13]3)[C:7]([CH:44]([C:43]3[CH:46]=[CH:47][CH:48]=[CH:49][C:42]=3[O:41][CH3:40])[OH:45])=[N:8]2)=[C:4]([C:19]2[CH:20]=[N:21][CH:22]=[C:23]([Cl:25])[CH:24]=2)[N:3]=1. The catalyst class is: 1. (4) Reactant: C1(C(=[N:14][C@@H:15]([C@H:23]2[CH2:28][CH2:27][CH2:26][C:25](=[O:29])[CH2:24]2)[C:16]([O:18][C:19]([CH3:22])([CH3:21])[CH3:20])=[O:17])C2C=CC=CC=2)C=CC=CC=1. Product: [NH2:14][C@@H:15]([C@H:23]1[CH2:28][CH2:27][CH2:26][C:25](=[O:29])[CH2:24]1)[C:16]([O:18][C:19]([CH3:22])([CH3:21])[CH3:20])=[O:17]. The catalyst class is: 19.